Dataset: Catalyst prediction with 721,799 reactions and 888 catalyst types from USPTO. Task: Predict which catalyst facilitates the given reaction. (1) Reactant: [C:1]([NH:4][C:5]1[C:14]([Cl:15])=[CH:13][C:8]([C:9]([O:11][CH3:12])=[O:10])=[C:7]([OH:16])[CH:6]=1)(=[O:3])[CH3:2].CCN(CC)CC.[F:24][C:25]([F:38])([F:37])[S:26](O[S:26]([C:25]([F:38])([F:37])[F:24])(=[O:28])=[O:27])(=[O:28])=[O:27]. Product: [C:1]([NH:4][C:5]1[C:14]([Cl:15])=[CH:13][C:8]([C:9]([O:11][CH3:12])=[O:10])=[C:7]([O:16][S:26]([C:25]([F:38])([F:37])[F:24])(=[O:28])=[O:27])[CH:6]=1)(=[O:3])[CH3:2]. The catalyst class is: 2. (2) Product: [Br:1][C:2]1[CH:3]=[C:4]2[C:8](=[CH:9][CH:10]=1)[C@@H:7]([N:11]1[C:15]3=[N:16][C:17]([CH2:21][C:22]([NH:24][NH:25][C:37](=[O:40])[CH2:38][CH3:39])=[O:23])=[CH:18][C:19]([CH3:20])=[C:14]3[N:13]=[C:12]1[CH2:26][CH3:27])[CH2:6][CH2:5]2. Reactant: [Br:1][C:2]1[CH:3]=[C:4]2[C:8](=[CH:9][CH:10]=1)[C@@H:7]([N:11]1[C:15]3=[N:16][C:17]([CH2:21][C:22]([NH:24][NH2:25])=[O:23])=[CH:18][C:19]([CH3:20])=[C:14]3[N:13]=[C:12]1[CH2:26][CH3:27])[CH2:6][CH2:5]2.CCN(C(C)C)C(C)C.[C:37](Cl)(=[O:40])[CH2:38][CH3:39]. The catalyst class is: 2. (3) Reactant: [OH:1][C:2]1[CH:3]=[C:4]([CH2:8][C@H:9]([O:14][CH:15]([CH3:17])[CH3:16])[C:10]([O:12]C)=[O:11])[CH:5]=[CH:6][CH:7]=1.[OH-].[Na+].C(OC)(C)(C)C. Product: [OH:1][C:2]1[CH:3]=[C:4]([CH2:8][C@H:9]([O:14][CH:15]([CH3:17])[CH3:16])[C:10]([OH:12])=[O:11])[CH:5]=[CH:6][CH:7]=1. The catalyst class is: 5. (4) Reactant: [N+:1]([O-:4])(O)=[O:2].[NH:5]1[C:14]2[C:9](=[CH:10][CH:11]=[CH:12][CH:13]=2)[CH2:8][CH2:7][C:6]1=[O:15]. Product: [N+:1]([C:11]1[CH:10]=[C:9]2[C:14](=[CH:13][CH:12]=1)[NH:5][C:6](=[O:15])[CH2:7][CH2:8]2)([O-:4])=[O:2]. The catalyst class is: 65. (5) Reactant: [C:1]([NH:8][CH:9]([C:15]([CH:17]1[CH2:22][CH2:21][CH2:20][CH2:19][CH2:18]1)=[O:16])[C:10]([O:12][CH2:13][CH3:14])=[O:11])([O:3][C:4]([CH3:7])([CH3:6])[CH3:5])=[O:2].P([O-])([O-])([O-])=O.C1N=C(N)C2N=CN([C@@H]3O[C@H](COP(OP(OC[C@H]4O[C@@H](N5C=C(C(N)=O)CC=C5)[C@H](O)[C@@H]4O)(O)=O)(O)=O)[C@@H](O)[C@H]3O)C=2N=1. The catalyst class is: 13. Product: [C:1]([NH:8][CH:9]([CH:15]([CH:17]1[CH2:22][CH2:21][CH2:20][CH2:19][CH2:18]1)[OH:16])[C:10]([O:12][CH2:13][CH3:14])=[O:11])([O:3][C:4]([CH3:7])([CH3:5])[CH3:6])=[O:2]. (6) Reactant: [C:1]([NH:4][C@@H:5]1[C@@H:18]([O:19][CH2:20][CH:21]([OH:24])[CH2:22][OH:23])[C@H:17]([O:25][CH2:26][C:27]2[CH:32]=[CH:31][CH:30]=[CH:29][CH:28]=2)[C@@H:16]([CH2:33][O:34][CH2:35][C:36]2[CH:41]=[CH:40][CH:39]=[CH:38][CH:37]=2)[O:15][C@@H:6]1[O:7][CH2:8][C:9]1[CH:14]=[CH:13][CH:12]=[CH:11][CH:10]=1)(=[O:3])[CH3:2].[C:42](OC(=O)C)(=[O:44])[CH3:43].C[OH:50].ClCCl.N1[CH:59]=[CH:58]C=CC=1. Product: [C:1]([NH:4][C@@H:5]1[C@@H:18]([O:19][CH2:20][CH:21]([O:24][C:58](=[O:50])[CH3:59])[CH2:22][O:23][C:42](=[O:44])[CH3:43])[C@H:17]([O:25][CH2:26][C:27]2[CH:28]=[CH:29][CH:30]=[CH:31][CH:32]=2)[C@@H:16]([CH2:33][O:34][CH2:35][C:36]2[CH:41]=[CH:40][CH:39]=[CH:38][CH:37]=2)[O:15][C@@H:6]1[O:7][CH2:8][C:9]1[CH:10]=[CH:11][CH:12]=[CH:13][CH:14]=1)(=[O:3])[CH3:2]. The catalyst class is: 277. (7) Reactant: [NH2:1][C:2]1[C:3]([C@@H:12]2[N:16]([C:17]([O:19][C:20]([CH3:23])([CH3:22])[CH3:21])=[O:18])[C@H:15]([CH2:24][O:25][Si:26]([C:29]([CH3:32])([CH3:31])[CH3:30])([CH3:28])[CH3:27])[C@H:14]3[O:33][C:34]([CH3:37])([CH3:36])[O:35][C@@H:13]23)=[CH:4][NH:5][C:6]=1[C:7]([O:9][CH2:10][CH3:11])=[O:8].[C:38]([N:46]=[C:47]=[S:48])(=[O:45])[C:39]1[CH:44]=[CH:43][CH:42]=[CH:41][CH:40]=1.N12CCCN=C1CCCC[CH2:50]2.CI. Product: [C:38]([NH:46]/[C:47](=[N:1]\[C:2]1[C:3]([C@@H:12]2[N:16]([C:17]([O:19][C:20]([CH3:23])([CH3:21])[CH3:22])=[O:18])[C@H:15]([CH2:24][O:25][Si:26]([C:29]([CH3:32])([CH3:31])[CH3:30])([CH3:28])[CH3:27])[C@H:14]3[O:33][C:34]([CH3:36])([CH3:37])[O:35][C@@H:13]23)=[CH:4][NH:5][C:6]=1[C:7]([O:9][CH2:10][CH3:11])=[O:8])/[S:48][CH3:50])(=[O:45])[C:39]1[CH:44]=[CH:43][CH:42]=[CH:41][CH:40]=1. The catalyst class is: 4.